This data is from Reaction yield outcomes from USPTO patents with 853,638 reactions. The task is: Predict the reaction yield, written as a fraction of the theoretical maximum amount of product (1.0 means a 100% yield; for example, 0.34 means a 34% yield). (1) The yield is 0.150. The product is [CH:18]1([N:7]([CH:1]2[CH2:6][CH2:5][CH2:4][CH2:3][CH2:2]2)[C:8]([NH:10][C:11]2[S:12][C:13]([CH2:16][N:27]3[CH2:28][CH2:29][N:24]([C:30](=[O:33])[CH2:31][CH3:32])[CH2:25][CH2:26]3)=[CH:14][N:15]=2)=[O:9])[CH2:19][CH2:20][CH2:21][CH2:22][CH2:23]1. The reactants are [CH:1]1([N:7]([CH:18]2[CH2:23][CH2:22][CH2:21][CH2:20][CH2:19]2)[C:8]([NH:10][C:11]2[S:12][C:13]([CH:16]=O)=[CH:14][N:15]=2)=[O:9])[CH2:6][CH2:5][CH2:4][CH2:3][CH2:2]1.[N:24]1([C:30](=[O:33])[CH2:31][CH3:32])[CH2:29][CH2:28][NH:27][CH2:26][CH2:25]1.C(O[BH-](OC(=O)C)OC(=O)C)(=O)C.[Na+]. The catalyst is C(O)(=O)C. (2) The reactants are Cl.[C:2]1(=[O:12])[C:6]2([CH2:11][CH2:10][CH2:9][NH:8][CH2:7]2)[CH2:5][CH2:4][O:3]1.C(N(CC)CC)C.[F:20][C:21]([F:34])([F:33])[O:22][C:23]1[CH:28]=[CH:27][C:26]([S:29](Cl)(=[O:31])=[O:30])=[CH:25][CH:24]=1. The catalyst is ClCCl.O. The product is [F:34][C:21]([F:20])([F:33])[O:22][C:23]1[CH:28]=[CH:27][C:26]([S:29]([N:8]2[CH2:9][CH2:10][CH2:11][C:6]3([C:2](=[O:12])[O:3][CH2:4][CH2:5]3)[CH2:7]2)(=[O:31])=[O:30])=[CH:25][CH:24]=1. The yield is 0.280.